From a dataset of Reaction yield outcomes from USPTO patents with 853,638 reactions. Predict the reaction yield, written as a fraction of the theoretical maximum amount of product (1.0 means a 100% yield; for example, 0.34 means a 34% yield). (1) The yield is 0.509. The catalyst is CN(C=O)C.O. The product is [Cl:68][C:69]1[CH:74]=[CH:73][CH:72]=[CH:71][C:70]=1[NH:75][CH:76]1[CH2:81][CH2:80][N:79]([C:25](=[O:27])[CH2:24][NH:23][C:21]([C:18]2[CH:17]=[C:16]([C:10]3[CH:11]=[CH:12][CH:13]=[CH:14][C:15]=3[F:28])[NH:20][N:19]=2)=[O:22])[CH2:78][CH2:77]1. The reactants are CCN(C(C)C)C(C)C.[C:10]1([C:16]2[NH:20][N:19]=[C:18]([C:21]([NH:23][CH2:24][C:25]([OH:27])=O)=[O:22])[CH:17]=2)[CH:15]=[CH:14][CH:13]=[CH:12][CH:11]=1.[F:28]C1C=CC=CC=1CC(C1C=CC=CC=1)=O.C1C=CC2N(O)N=NC=2C=1.CCN=C=NCCCN(C)C.Cl.Cl.Cl.[Cl:68][C:69]1[CH:74]=[CH:73][CH:72]=[CH:71][C:70]=1[NH:75][CH:76]1[CH2:81][CH2:80][NH:79][CH2:78][CH2:77]1. (2) The reactants are [Na].[CH3:2][C:3](=[O:9])[CH2:4][C:5](=[O:8])[CH2:6][CH3:7].Br[CH2:11][C:12]([C:14]1[CH:15]=[C:16]2[C:21](=[C:22]([F:24])[CH:23]=1)[O:20][CH2:19][CH2:18][C:17]2([CH3:26])[CH3:25])=[O:13].O. The catalyst is C1(C)C=CC=CC=1. The product is [C:3]([CH:4]([C:5](=[O:8])[CH2:6][CH3:7])[CH2:11][C:12]([C:14]1[CH:15]=[C:16]2[C:21](=[C:22]([F:24])[CH:23]=1)[O:20][CH2:19][CH2:18][C:17]2([CH3:26])[CH3:25])=[O:13])(=[O:9])[CH3:2]. The yield is 0.604.